Predict which catalyst facilitates the given reaction. From a dataset of Catalyst prediction with 721,799 reactions and 888 catalyst types from USPTO. (1) Reactant: [CH3:1][O-].[Na+].[N:4]#[C:5][NH2:6].[Cl:7][C:8]1[CH:13]=[C:12]([N:14]=[C:15]=[S:16])[CH:11]=[C:10]([Cl:17])[C:9]=1[C:18]1[CH:23]=[CH:22][CH:21]=[CH:20][C:19]=1[F:24].CI. Product: [C:5](/[N:6]=[C:15](\[S:16][CH3:1])/[NH:14][C:12]1[CH:13]=[C:8]([Cl:7])[C:9]([C:18]2[CH:23]=[CH:22][CH:21]=[CH:20][C:19]=2[F:24])=[C:10]([Cl:17])[CH:11]=1)#[N:4]. The catalyst class is: 5. (2) Reactant: [F:1][C:2]1[CH:3]=[CH:4][C:5]2[S:9][C:8]([CH3:10])=[N:7][C:6]=2[CH:11]=1.C1C(=O)N([Br:19])C(=O)C1.CC(N=NC(C#N)(C)C)(C#N)C. Product: [Br:19][CH2:10][C:8]1[S:9][C:5]2[CH:4]=[CH:3][C:2]([F:1])=[CH:11][C:6]=2[N:7]=1. The catalyst class is: 53. (3) Reactant: Br[C:2]([CH3:26])([CH3:25])[C:3]([C:5]1[CH:10]=[CH:9][C:8]([C:11]23[CH2:19][CH2:18][C:15]([CH2:20][C:21]([O:23][CH3:24])=[O:22])([CH2:16][CH2:17]2)[CH2:14][CH2:13][CH2:12]3)=[CH:7][CH:6]=1)=O.[NH2:27][C:28]1[C:29]([OH:35])=[N:30][CH:31]=[N:32][C:33]=1[NH2:34].Cl. Product: [NH2:34][C:33]1[C:28]2[N:27]=[C:3]([C:5]3[CH:10]=[CH:9][C:8]([C:11]45[CH2:19][CH2:18][C:15]([CH2:20][C:21]([O:23][CH3:24])=[O:22])([CH2:16][CH2:17]4)[CH2:14][CH2:13][CH2:12]5)=[CH:7][CH:6]=3)[C:2]([CH3:26])([CH3:25])[O:35][C:29]=2[N:30]=[CH:31][N:32]=1. The catalyst class is: 14. (4) Reactant: [CH3:1][O:2][C:3]1[CH:8]=[C:7]([CH3:9])[CH:6]=[CH:5][C:4]=1[OH:10].[H-].[Na+].[Br:13][CH2:14][CH2:15]Br.Cl. Product: [Br:13][CH2:14][CH2:15][O:10][C:4]1[CH:5]=[CH:6][C:7]([CH3:9])=[CH:8][C:3]=1[O:2][CH3:1]. The catalyst class is: 3. (5) Reactant: [Cl:1][C:2]1[CH:3]=[C:4]([C:8]2[CH:13]=[CH:12][C:11]([NH:14][C:15](NC3C=CC(OC4C=CN=C(NCCCCN(C)C)N=4)=CC=3C)=[O:16])=[CH:10][C:9]=2[C:40]([F:43])([F:42])[F:41])[CH:5]=[CH:6][CH:7]=1.[NH2:44][C:45]1[CH:65]=[CH:64][C:48]([O:49][C:50]2[CH:55]=[CH:54][N:53]=[C:52]([NH:56][CH2:57][CH2:58][CH2:59][CH2:60][N:61]([CH3:63])[CH3:62])[N:51]=2)=[CH:47][C:46]=1[C:66]([F:69])([F:68])[F:67]. Product: [Cl:1][C:2]1[CH:3]=[C:4]([C:8]2[CH:13]=[CH:12][C:11]([NH:14][C:15]([NH:44][C:45]3[CH:65]=[CH:64][C:48]([O:49][C:50]4[CH:55]=[CH:54][N:53]=[C:52]([NH:56][CH2:57][CH2:58][CH2:59][CH2:60][N:61]([CH3:63])[CH3:62])[N:51]=4)=[CH:47][C:46]=3[C:66]([F:68])([F:69])[F:67])=[O:16])=[CH:10][C:9]=2[C:40]([F:41])([F:42])[F:43])[CH:5]=[CH:6][CH:7]=1. The catalyst class is: 61.